From a dataset of Peptide-MHC class I binding affinity with 185,985 pairs from IEDB/IMGT. Regression. Given a peptide amino acid sequence and an MHC pseudo amino acid sequence, predict their binding affinity value. This is MHC class I binding data. (1) The peptide sequence is SYATHHDKF. The MHC is HLA-A24:02 with pseudo-sequence HLA-A24:02. The binding affinity (normalized) is 0. (2) The MHC is HLA-A26:01 with pseudo-sequence HLA-A26:01. The binding affinity (normalized) is 0.155. The peptide sequence is ITYSSSMMW.